Dataset: Forward reaction prediction with 1.9M reactions from USPTO patents (1976-2016). Task: Predict the product of the given reaction. (1) Given the reactants Br[C:2]1[CH:9]=[C:8]([N:10]2[C:18]3[CH2:17][C:16]([CH3:20])([CH3:19])[CH2:15][C:14](=[O:21])[C:13]=3[C:12]([C:22]([F:25])([F:24])[F:23])=[N:11]2)[CH:7]=[CH:6][C:3]=1[C:4]#[N:5].CC([O-])(C)C.[Na+].CN(C1C(C2C(P(C3CCCCC3)C3CCCCC3)=CC=CC=2)=CC=CC=1)C.[NH2:60][C@H:61]1[CH2:66][CH2:65][C@H:64]([NH2:67])[CH2:63][CH2:62]1, predict the reaction product. The product is: [NH2:60][C@H:61]1[CH2:66][CH2:65][C@H:64]([NH:67][C:2]2[CH:9]=[C:8]([N:10]3[C:18]4[CH2:17][C:16]([CH3:20])([CH3:19])[CH2:15][C:14](=[O:21])[C:13]=4[C:12]([C:22]([F:25])([F:24])[F:23])=[N:11]3)[CH:7]=[CH:6][C:3]=2[C:4]#[N:5])[CH2:63][CH2:62]1. (2) Given the reactants [CH3:1][NH:2][C:3]([C:5]1[CH:10]=[C:9]([O:11][C:12]2[CH:21]=[CH:20][C:15]3[N:16]=[C:17]([NH2:19])[O:18][C:14]=3[CH:13]=2)[CH:8]=[CH:7][N:6]=1)=[O:4].[CH2:22]1[O:31][C:30]2[C:25](=[C:26]([C:32](O)=[O:33])[CH:27]=[CH:28][CH:29]=2)[O:24][CH2:23]1.CCN(C(C)C)C(C)C.F[P-](F)(F)(F)(F)F.CN(C(=[N+](C)C)ON1C2=NC=CC=C2N=N1)C, predict the reaction product. The product is: [CH3:1][NH:2][C:3]([C:5]1[CH:10]=[C:9]([O:11][C:12]2[CH:21]=[CH:20][C:15]3[N:16]=[C:17]([NH:19][C:32]([C:26]4[C:25]5[O:24][CH2:23][CH2:22][O:31][C:30]=5[CH:29]=[CH:28][CH:27]=4)=[O:33])[O:18][C:14]=3[CH:13]=2)[CH:8]=[CH:7][N:6]=1)=[O:4]. (3) Given the reactants [F:1][C:2]1[C:7]([F:8])=[C:6]([N+:9]([O-])=O)[CH:5]=[CH:4][C:3]=1[CH2:12][C:13]([O:15]CC)=[O:14].Cl[Sn]Cl.[CH3:21][CH2:22]O, predict the reaction product. The product is: [CH2:21]([CH:12]([C:3]1[CH:4]=[CH:5][C:6]([NH2:9])=[C:7]([F:8])[C:2]=1[F:1])[C:13]([OH:15])=[O:14])[CH3:22]. (4) Given the reactants [CH3:1][C:2]([O:5][C:6]([N:8]1[CH2:13][CH2:12][O:11][CH2:10][CH:9]1[C:14]([OH:16])=O)=[O:7])([CH3:4])[CH3:3].[Cl-].[NH4+].C(Cl)CCl.C1C=CC2N(O)N=[N:29]C=2C=1.CCN(C(C)C)C(C)C.C([O-])(O)=O.[Na+], predict the reaction product. The product is: [NH2:29][C:14]([CH:9]1[CH2:10][O:11][CH2:12][CH2:13][N:8]1[C:6]([O:5][C:2]([CH3:4])([CH3:3])[CH3:1])=[O:7])=[O:16]. (5) Given the reactants [CH3:1][O:2][C:3]1[CH:8]=[C:7]([O:9][CH2:10][O:11][CH3:12])[CH:6]=[CH:5][C:4]=1[C:13]1[C:22]([CH2:23][NH:24][C:25]2[CH:30]=[CH:29][CH:28]=[CH:27][C:26]=2[O:31][CH3:32])=[C:21]2[C:16]([NH:17][C:18]([CH3:36])([CH3:35])[C:19](=[O:34])[N:20]2[CH3:33])=[CH:15][CH:14]=1.C(=O)([O-])O.[Na+].[CH:42]1[C:54]2[CH:53]([CH2:55][O:56][C:57](Cl)=[O:58])[C:52]3[C:47](=[CH:48][CH:49]=[CH:50][CH:51]=3)[C:46]=2[CH:45]=[CH:44][CH:43]=1, predict the reaction product. The product is: [CH:42]1[C:54]2[CH:53]([CH2:55][O:56][C:57]([N:24]([CH2:23][C:22]3[C:13]([C:4]4[CH:5]=[CH:6][C:7]([O:9][CH2:10][O:11][CH3:12])=[CH:8][C:3]=4[O:2][CH3:1])=[CH:14][CH:15]=[C:16]4[C:21]=3[N:20]([CH3:33])[C:19](=[O:34])[C:18]([CH3:36])([CH3:35])[NH:17]4)[C:25]3[CH:30]=[CH:29][CH:28]=[CH:27][C:26]=3[O:31][CH3:32])=[O:58])[C:52]3[C:47](=[CH:48][CH:49]=[CH:50][CH:51]=3)[C:46]=2[CH:45]=[CH:44][CH:43]=1. (6) Given the reactants [CH2:1]([O:3][C:4]([C:6]1[CH:7]=[N:8][C:9]2[C:14]([C:15]=1Cl)=[CH:13][CH:12]=[CH:11][C:10]=2[O:17][CH3:18])=[O:5])[CH3:2].[CH2:19]([O:21][C:22]([C@H:24]1[CH2:29][CH2:28][C@H:27]([NH2:30])[CH2:26][CH2:25]1)=[O:23])[CH3:20], predict the reaction product. The product is: [CH2:1]([O:3][C:4]([C:6]1[CH:7]=[N:8][C:9]2[C:14]([C:15]=1[NH:30][C@H:27]1[CH2:26][CH2:25][C@H:24]([C:22]([O:21][CH2:19][CH3:20])=[O:23])[CH2:29][CH2:28]1)=[CH:13][CH:12]=[CH:11][C:10]=2[O:17][CH3:18])=[O:5])[CH3:2].